From a dataset of Catalyst prediction with 721,799 reactions and 888 catalyst types from USPTO. Predict which catalyst facilitates the given reaction. (1) Product: [NH2:24][C:15]1[CH:16]=[CH:17][C:18]([S:20]([CH3:23])(=[O:22])=[O:21])=[CH:19][C:14]=1[NH:13][C@@H:10]1[CH2:9][CH2:8][C@H:7]([C:5]([NH:4][CH:1]([CH3:3])[CH3:2])=[O:6])[CH2:12][CH2:11]1. Reactant: [CH:1]([NH:4][C:5]([C@H:7]1[CH2:12][CH2:11][C@@H:10]([NH:13][C:14]2[CH:19]=[C:18]([S:20]([CH3:23])(=[O:22])=[O:21])[CH:17]=[CH:16][C:15]=2[N+:24]([O-])=O)[CH2:9][CH2:8]1)=[O:6])([CH3:3])[CH3:2].C([O-])=O.[NH4+].C(Cl)Cl. The catalyst class is: 19. (2) Reactant: [NH2:1][C:2]1[CH:7]=[CH:6][CH:5]=[CH:4][CH:3]=1.[O-:8][C:9]#[N:10].[K+]. Product: [C:2]1([NH:1][C:9]([NH2:10])=[O:8])[CH:7]=[CH:6][CH:5]=[CH:4][CH:3]=1. The catalyst class is: 86. (3) The catalyst class is: 6. Product: [NH:7]1[C:8]2[C:9](=[CH:10][CH:11]=[CH:13][CH:14]=2)[CH2:5][CH2:6][CH2:1]1. Reactant: [C:1]1([NH:7][C:8]2[CH:14]=[CH:13][C:11](N)=[CH:10][CH:9]=2)[CH:6]=[CH:5]C=CC=1.[Cl-].[In+3].[Cl-].[Cl-]. (4) The catalyst class is: 38. Reactant: [OH-].[Na+].C[O:4][C:5](=[O:32])[CH:6]([CH2:9][C:10]1[CH:15]=[CH:14][C:13]([O:16][CH2:17][CH2:18][C:19]2[CH:24]=[CH:23][C:22]([S:25][C:26]3[CH:31]=[CH:30][CH:29]=[CH:28][CH:27]=3)=[CH:21][CH:20]=2)=[CH:12][CH:11]=1)[CH2:7][CH3:8].[OH-].[Li+].Cl. Product: [C:26]1([S:25][C:22]2[CH:23]=[CH:24][C:19]([CH2:18][CH2:17][O:16][C:13]3[CH:12]=[CH:11][C:10]([CH2:9][CH:6]([CH2:7][CH3:8])[C:5]([OH:32])=[O:4])=[CH:15][CH:14]=3)=[CH:20][CH:21]=2)[CH:31]=[CH:30][CH:29]=[CH:28][CH:27]=1. (5) Reactant: [CH3:1][CH:2]([OH:5])[CH2:3][CH3:4].[NH2:6][C@@H:7]1[CH2:12][CH2:11][CH2:10][N:9]([C:13]2[C:18]([Br:19])=[CH:17][N:16]=[C:15]3[NH:20][CH:21]=[C:22]([NH:23][C:24]([CH:26]4[CH2:28][CH2:27]4)=[O:25])[C:14]=23)[CH2:8]1. Product: [CH3:1][CH:2]([OH:5])[CH2:3][CH3:4].[NH2:6][C@@H:7]1[CH2:12][CH2:11][CH2:10][N:9]([C:13]2[C:18]([Br:19])=[CH:17][N:16]=[C:15]3[NH:20][CH:21]=[C:22]([NH:23][C:24]([CH:26]4[CH2:27][CH2:28]4)=[O:25])[C:14]=23)[CH2:8]1. The catalyst class is: 194. (6) Reactant: S(=O)(=O)(O)O.[CH2:6]([C:8]1[CH:9]=[C:10]([OH:16])[CH:11]=[CH:12][C:13]=1[O:14][CH3:15])[CH3:7].[C:17](O)([CH3:20])([CH3:19])[CH3:18]. Product: [C:17]([C:11]1[CH:12]=[C:13]([O:14][CH3:15])[C:8]([CH2:6][CH3:7])=[CH:9][C:10]=1[OH:16])([CH3:20])([CH3:19])[CH3:18]. The catalyst class is: 15. (7) Reactant: [C:1]([O:5][C:6]([NH:8][CH:9]([C:14]1[CH:18]=[CH:17][S:16][CH:15]=1)[CH2:10][C:11](O)=[O:12])=[O:7])([CH3:4])([CH3:3])[CH3:2].B.C1COCC1. Product: [OH:12][CH2:11][CH2:10][CH:9]([NH:8][C:6](=[O:7])[O:5][C:1]([CH3:3])([CH3:2])[CH3:4])[C:14]1[CH:18]=[CH:17][S:16][CH:15]=1. The catalyst class is: 1. (8) Reactant: C([N:8]1[CH:12]=[C:11]([CH2:13][CH2:14][C:15]([OH:17])=[O:16])[N:10]=[N:9]1)C1C=CC=CC=1.C. Product: [NH:8]1[CH:12]=[C:11]([CH2:13][CH2:14][C:15]([OH:17])=[O:16])[N:10]=[N:9]1. The catalyst class is: 14. (9) Reactant: [NH2:1][C:2]1[CH:7]=[CH:6][C:5]([N:8]2[C:20](=[O:21])[C:11]3[N:12]=[N:13][C:14]4[CH:15]=[CH:16][CH:17]=[CH:18][C:19]=4[C:10]=3[NH:9]2)=[CH:4][CH:3]=1.C[C:23](N(C)C)=[O:24].[CH3:28][N:29]([CH3:34])[CH2:30][CH2:31][CH2:32][NH2:33]. Product: [CH3:28][N:29]([CH3:34])[CH2:30][CH2:31][CH2:32][NH:33][C:23]([NH:1][C:2]1[CH:3]=[CH:4][C:5]([N:8]2[C:20](=[O:21])[C:11]3[N:12]=[N:13][C:14]4[CH:15]=[CH:16][CH:17]=[CH:18][C:19]=4[C:10]=3[NH:9]2)=[CH:6][CH:7]=1)=[O:24]. The catalyst class is: 11.